Dataset: HIV replication inhibition screening data with 41,000+ compounds from the AIDS Antiviral Screen. Task: Binary Classification. Given a drug SMILES string, predict its activity (active/inactive) in a high-throughput screening assay against a specified biological target. (1) The drug is CC[N+]1(CC)CCC(=O)[Pd-2]1(Cl)NCCO. The result is 0 (inactive). (2) The molecule is CNc1nc(S)nc2sc3c(c12)CCCC3. The result is 0 (inactive). (3) The compound is O=C(Nc1ccccn1)Nc1cc(C(F)(F)F)ccc1Cl. The result is 0 (inactive).